From a dataset of Catalyst prediction with 721,799 reactions and 888 catalyst types from USPTO. Predict which catalyst facilitates the given reaction. (1) Reactant: [NH2:1][C:2]([CH3:21])([CH3:20])[CH2:3][C:4]1[N:5]([CH2:18][CH3:19])[N:6]=[C:7]2[C:16]=1[C:15]1[CH:14]=[CH:13][CH:12]=[CH:11][C:10]=1[N:9]=[C:8]2[NH2:17].C(N(CC)CC)C.[CH3:29][S:30](Cl)(=[O:32])=[O:31].O. Product: [NH2:17][C:8]1[C:7]2=[N:6][N:5]([CH2:18][CH3:19])[C:4]([CH2:3][C:2]([NH:1][S:30]([CH3:29])(=[O:32])=[O:31])([CH3:20])[CH3:21])=[C:16]2[C:15]2[CH:14]=[CH:13][CH:12]=[CH:11][C:10]=2[N:9]=1. The catalyst class is: 4. (2) Reactant: Cl[C:2]1[CH:3]=[CH:4][CH:5]=[C:6]2[C:11]=1[N:10]=[CH:9][C:8]([S:12]([N:15]1[C:23]3[C:18](=[CH:19][CH:20]=[CH:21][CH:22]=3)[CH2:17][CH2:16]1)(=[O:14])=[O:13])=[CH:7]2.[N:24]1([C:30]([O:32][C:33]([CH3:36])([CH3:35])[CH3:34])=[O:31])[CH2:29][CH2:28][NH:27][CH2:26][CH2:25]1.C1(P(C2CCCCC2)C2C=CC=CC=2C2C=CC=CC=2N(C)C)CCCCC1.CC(C)([O-])C.[Na+]. Product: [N:15]1([S:12]([C:8]2[CH:9]=[N:10][C:11]3[C:6]([CH:7]=2)=[CH:5][CH:4]=[CH:3][C:2]=3[N:27]2[CH2:26][CH2:25][N:24]([C:30]([O:32][C:33]([CH3:36])([CH3:35])[CH3:34])=[O:31])[CH2:29][CH2:28]2)(=[O:14])=[O:13])[C:23]2[C:18](=[CH:19][CH:20]=[CH:21][CH:22]=2)[CH2:17][CH2:16]1. The catalyst class is: 62. (3) Reactant: [CH3:1][O:2][C:3]([C:5]1[S:6][C:7]([C:24]#[C:25][C:26]([CH3:29])([CH3:28])[CH3:27])=[CH:8][C:9]=1[N:10]1[CH:15]([CH:16]2[CH2:21][CH2:20][CH2:19][CH2:18][CH2:17]2)[CH2:14][CH2:13][C@H:12](Br)[C:11]1=[O:23])=[O:4].[N-:30]=[N+:31]=[N-:32].[Na+]. The catalyst class is: 3. Product: [CH3:1][O:2][C:3]([C:5]1[S:6][C:7]([C:24]#[C:25][C:26]([CH3:29])([CH3:28])[CH3:27])=[CH:8][C:9]=1[N:10]1[CH:15]([CH:16]2[CH2:21][CH2:20][CH2:19][CH2:18][CH2:17]2)[CH2:14][CH2:13][C@H:12]([N:30]=[N+:31]=[N-:32])[C:11]1=[O:23])=[O:4]. (4) Reactant: Br[C:2]1[CH:7]=[C:6]([Cl:8])[N:5]=[N:4][C:3]=1[NH2:9].[CH3:10][CH:11]([CH3:13])[O-:12].[Na+]. Product: [Cl:8][C:6]1[N:5]=[N:4][C:3]([NH2:9])=[C:2]([O:12][CH:11]([CH3:13])[CH3:10])[CH:7]=1. The catalyst class is: 1.